Dataset: Retrosynthesis with 50K atom-mapped reactions and 10 reaction types from USPTO. Task: Predict the reactants needed to synthesize the given product. (1) Given the product CC(C)n1ccc(C(=O)O)cc1=O, predict the reactants needed to synthesize it. The reactants are: COC(=O)c1ccn(C(C)C)c(=O)c1. (2) Given the product COC(=O)c1ccc(NC(=O)CCc2cnn3c(N(C)c4ccccc4)ncnc23)cc1, predict the reactants needed to synthesize it. The reactants are: CN(c1ccccc1)c1ncnc2c(CCC(=O)O)cnn12.COC(=O)c1ccc(N)cc1. (3) Given the product O=C1CC(CO)CN1c1ccc(OCc2ccc(F)c(F)c2)cc1, predict the reactants needed to synthesize it. The reactants are: COC(=O)C1CC(=O)N(c2ccc(OCc3ccc(F)c(F)c3)cc2)C1. (4) Given the product O=S(=O)(c1ccc(Cl)cc1)N1CCC[C@@H](Nc2nccc(-c3c(-c4cccc(O)c4)nc4sccn34)n2)C1, predict the reactants needed to synthesize it. The reactants are: COc1cccc(-c2nc3sccn3c2-c2ccnc(N[C@@H]3CCCN(S(=O)(=O)c4ccc(Cl)cc4)C3)n2)c1. (5) Given the product CC(C)C[C@H]1CN(C(=O)[C@@H]2C[C@H]2c2ccccc2)[C@@H](CC(C)C)C(=O)N1, predict the reactants needed to synthesize it. The reactants are: CC(C)C[C@H]1CN[C@@H](CC(C)C)C(=O)N1.O=C(O)[C@@H]1C[C@H]1c1ccccc1. (6) Given the product CCCCc1nc2c(N)nc3cccnc3c2n1CCCCNC(=O)NCc1ccccc1, predict the reactants needed to synthesize it. The reactants are: CCCCc1nc2c(N)nc3cccnc3c2n1CCCCN.O=C=NCc1ccccc1. (7) Given the product C[C@@H](Oc1nc(-c2ccc(N3CC(N4CCOCC4)C3)cc2)cc2ncn(C3CC3)c12)[C@H]1CNC(=O)C1, predict the reactants needed to synthesize it. The reactants are: CC1(C)OB(c2ccc(N3CC(N4CCOCC4)C3)cc2)OC1(C)C.C[C@@H](Oc1nc(Br)cc2ncn(C3CC3)c12)[C@H]1CNC(=O)C1. (8) Given the product Nc1ncnc2c1c(-c1ccc(Oc3ccccc3)cc1)nn2[C@@H]1CCCNC1, predict the reactants needed to synthesize it. The reactants are: CC(C)(C)OC(=O)N1CCC[C@@H](n2nc(-c3ccc(Oc4ccccc4)cc3)c3c(N)ncnc32)C1.